From a dataset of Forward reaction prediction with 1.9M reactions from USPTO patents (1976-2016). Predict the product of the given reaction. (1) Given the reactants [NH2:1][C:2]1[CH:13]=[CH:12][C:5]([O:6][CH2:7][C:8]([O:10][CH3:11])=[O:9])=[C:4]([C:14](=[O:17])[CH2:15][CH3:16])[CH:3]=1.[CH3:18][O:19][C:20]1[CH:21]=[C:22]([N:28]=[C:29]=[O:30])[CH:23]=[CH:24][C:25]=1[O:26][CH3:27], predict the reaction product. The product is: [CH3:18][O:19][C:20]1[CH:21]=[C:22]([NH:28][C:29]([NH:1][C:2]2[CH:13]=[CH:12][C:5]([O:6][CH2:7][C:8]([O:10][CH3:11])=[O:9])=[C:4]([C:14](=[O:17])[CH2:15][CH3:16])[CH:3]=2)=[O:30])[CH:23]=[CH:24][C:25]=1[O:26][CH3:27]. (2) Given the reactants [CH2:1]([O:3][C:4]([C:6]1[N:10]([CH2:11][C:12]2[CH:17]=[CH:16][C:15]([C:18]3[CH:23]=[CH:22][CH:21]=[CH:20][C:19]=3[C:24]3[N:28]([C:29]([C:42]4[CH:47]=[CH:46][CH:45]=[CH:44][CH:43]=4)([C:36]4[CH:41]=[CH:40][CH:39]=[CH:38][CH:37]=4)[C:30]4[CH:35]=[CH:34][CH:33]=[CH:32][CH:31]=4)[N:27]=[N:26][N:25]=3)=[CH:14][CH:13]=2)[C:9]([CH2:48][CH2:49][CH3:50])=[N:8][C:7]=1[CH2:51][S:52][C:53]1[CH:58]=[CH:57][C:56]([NH2:59])=[C:55]([N:60]([C:62]([O:64][C:65]([CH3:68])([CH3:67])[CH3:66])=[O:63])[CH3:61])[CH:54]=1)=[O:5])[CH3:2].C1(C(C2C=CC=CC=2)(C2C=CC=CC=2)N2C=NN=N2)C=CC=CC=1.C(OC(C1N(CC2C=CC(C3C=CC=CC=3C3N(C(C4C=CC=CC=4)(C4C=CC=CC=4)C4C=CC=CC=4)N=NN=3)=CC=2)C(CCC)=NC=1CSCCSC1C=CC(O)=CC=1)=O)C.[CH2:155]([O:157][C:158]([CH2:160][N:161]([CH2:171][C:172]1[CH:182]=[CH:181][C:175]([O:176][CH2:177][C:178](O)=[O:179])=[CH:174][CH:173]=1)[C:162]([O:164][C:165]1[CH:170]=[CH:169][CH:168]=[CH:167][CH:166]=1)=[O:163])=[O:159])[CH3:156].[Cl-].COC1N=C(OC)N=C([N+]2(C)CCOCC2)N=1, predict the reaction product. The product is: [CH2:155]([O:157][C:158](=[O:159])[CH2:160][N:161]([CH2:171][C:172]1[CH:173]=[CH:174][C:175]([O:176][CH2:177][C:178]([NH:59][C:56]2[CH:57]=[CH:58][C:53]([S:52][CH2:51][C:7]3[N:8]=[C:9]([CH2:48][CH2:49][CH3:50])[N:10]([CH2:11][C:12]4[CH:13]=[CH:14][C:15]([C:18]5[CH:23]=[CH:22][CH:21]=[CH:20][C:19]=5[C:24]5[N:28]([C:29]([C:42]6[CH:43]=[CH:44][CH:45]=[CH:46][CH:47]=6)([C:36]6[CH:41]=[CH:40][CH:39]=[CH:38][CH:37]=6)[C:30]6[CH:35]=[CH:34][CH:33]=[CH:32][CH:31]=6)[N:27]=[N:26][N:25]=5)=[CH:16][CH:17]=4)[C:6]=3[C:4]([O:3][CH2:1][CH3:2])=[O:5])=[CH:54][C:55]=2[N:60]([C:62]([O:64][C:65]([CH3:66])([CH3:68])[CH3:67])=[O:63])[CH3:61])=[O:179])=[CH:181][CH:182]=1)[C:162]([O:164][C:165]1[CH:170]=[CH:169][CH:168]=[CH:167][CH:166]=1)=[O:163])[CH3:156]. (3) Given the reactants [NH2:1][C:2]1[CH:6]=[CH:5][O:4][C:3]=1[C:7]([O:9][CH3:10])=[O:8].ClS([N:15]=[C:16]=[O:17])(=O)=O.[C:18]([O-])(O)=O.[Na+], predict the reaction product. The product is: [NH:1]([C:2]1[CH:6]=[CH:5][O:4][C:3]=1[C:7]([O:9][CH2:10][CH3:18])=[O:8])[C:16]([NH2:15])=[O:17]. (4) The product is: [O:27]1[CH2:28][CH2:29][CH:25]([C:23]([C:2]2[N:7]=[C:6]([NH:8][C:9](=[O:14])[C:10]([CH3:13])([CH3:12])[CH3:11])[CH:5]=[CH:4][CH:3]=2)=[O:24])[CH2:26]1. Given the reactants Br[C:2]1[N:7]=[C:6]([NH:8][C:9](=[O:14])[C:10]([CH3:13])([CH3:12])[CH3:11])[CH:5]=[CH:4][CH:3]=1.C([Mg]Cl)(C)C.CON(C)[C:23]([CH:25]1[CH2:29][CH2:28][O:27][CH2:26]1)=[O:24], predict the reaction product.